Dataset: Kir2.1 potassium channel HTS with 301,493 compounds. Task: Binary Classification. Given a drug SMILES string, predict its activity (active/inactive) in a high-throughput screening assay against a specified biological target. (1) The drug is FC(F)(F)c1c(NC(=O)CN(C(=O)COc2c(Cc3ccccc3)cccc2)C)cccc1. The result is 0 (inactive). (2) The compound is ClCC(=O)Nc1cc(Oc2nccnc2)ccc1. The result is 0 (inactive). (3) The molecule is O1c2c(OC1)ccc(c2)/C(=N\NC(=O)c1cc2OCOc2cc1)C. The result is 0 (inactive). (4) The compound is Clc1c(NS(=O)(=O)c2ccc(cc2)C)cnn(c2ccccc2)c1=O. The result is 0 (inactive). (5) The drug is O1C(CCC1)COC(=O)c1[nH]c2CC(CC(=O)c2c1C)c1ccc(N(C)C)cc1. The result is 0 (inactive). (6) The molecule is OC(=O)c1cc2c3c4c(ccc3c1)cccc4cc2. The result is 0 (inactive). (7) The molecule is s1c(C(=O)NCc2n(CCC)c3c(n2)cccc3)ccc1. The result is 0 (inactive).